Task: Predict which catalyst facilitates the given reaction.. Dataset: Catalyst prediction with 721,799 reactions and 888 catalyst types from USPTO Reactant: [Cl:1][C:2]1[N:7]=[C:6](Cl)[CH:5]=[C:4]([CH2:9][CH3:10])[N:3]=1.[NH2:11][C:12]1[CH:16]=[C:15]([CH3:17])[NH:14][N:13]=1.C(=O)([O-])[O-].[Na+].[Na+]. Product: [Cl:1][C:2]1[N:7]=[C:6]([NH:11][C:12]2[CH:16]=[C:15]([CH3:17])[NH:14][N:13]=2)[CH:5]=[C:4]([CH2:9][CH3:10])[N:3]=1. The catalyst class is: 8.